This data is from Full USPTO retrosynthesis dataset with 1.9M reactions from patents (1976-2016). The task is: Predict the reactants needed to synthesize the given product. (1) The reactants are: [C:1]([Si:5]([CH3:28])([CH3:27])[O:6][C:7]1[CH:16]=[C:15]2[C:10]([C:11]([CH3:26])=[C:12]([CH2:18][O:19][CH2:20][CH2:21][Si:22]([CH3:25])([CH3:24])[CH3:23])[C:13](=[O:17])[O:14]2)=[CH:9][CH:8]=1)([CH3:4])([CH3:3])[CH3:2].CC(C[AlH]CC(C)C)C. Given the product [C:1]([Si:5]([CH3:28])([CH3:27])[O:6][C:7]1[CH:16]=[C:15]2[C:10]([C:11]([CH3:26])=[C:12]([CH2:18][O:19][CH2:20][CH2:21][Si:22]([CH3:23])([CH3:25])[CH3:24])[CH:13]([OH:17])[O:14]2)=[CH:9][CH:8]=1)([CH3:4])([CH3:3])[CH3:2], predict the reactants needed to synthesize it. (2) Given the product [NH2:1][CH2:4][CH:5]([C:21]1[CH:22]=[CH:23][CH:24]=[CH:25][CH:26]=1)[CH2:6][C:7]([NH:9][C:10]1[CH:20]=[CH:19][C:13]([C:14]([O:16][CH2:17][CH3:18])=[O:15])=[CH:12][CH:11]=1)=[O:8], predict the reactants needed to synthesize it. The reactants are: [N+:1]([CH2:4][CH:5]([C:21]1[CH:26]=[CH:25][CH:24]=[CH:23][CH:22]=1)[CH2:6][C:7]([NH:9][C:10]1[CH:20]=[CH:19][C:13]([C:14]([O:16][CH2:17][CH3:18])=[O:15])=[CH:12][CH:11]=1)=[O:8])([O-])=O.CO. (3) Given the product [Cl:35][C:30]1[CH:31]=[CH:32][CH:33]=[CH:34][C:29]=1[CH:27]([O:26][C:24]([NH:23][C:18]1[C:19]([CH3:22])=[N:20][O:21][C:17]=1[C:14]1[CH:15]=[CH:16][C:11]([C:8]2[S:9][CH:10]=[C:6]([C:4]([OH:5])=[O:3])[N:7]=2)=[CH:12][CH:13]=1)=[O:25])[CH3:28], predict the reactants needed to synthesize it. The reactants are: C([O:3][C:4]([C:6]1[N:7]=[C:8]([C:11]2[CH:16]=[CH:15][C:14]([C:17]3[O:21][N:20]=[C:19]([CH3:22])[C:18]=3[NH:23][C:24]([O:26][CH:27]([C:29]3[CH:34]=[CH:33][CH:32]=[CH:31][C:30]=3[Cl:35])[CH3:28])=[O:25])=[CH:13][CH:12]=2)[S:9][CH:10]=1)=[O:5])C.[Li+].[OH-].Cl. (4) Given the product [C:12]1(/[CH:22]=[C:7]2\[C:8](=[O:11])[NH:9][C:10]3[C:6]\2=[CH:5][CH:4]=[CH:3][C:2]=3[Cl:1])[C:21]2[C:15]([CH:16]=[CH:17][CH:18]=[CH:19][CH:20]=2)=[CH:14][CH:13]=1, predict the reactants needed to synthesize it. The reactants are: [Cl:1][C:2]1[CH:3]=[CH:4][CH:5]=[C:6]2[C:10]=1[NH:9][C:8](=[O:11])[CH2:7]2.[C:12]1([CH:22]=O)[C:21]2[C:15]([CH:16]=[CH:17][CH:18]=[CH:19][CH:20]=2)=[CH:14][CH:13]=1.N1CCCC1.